From a dataset of Ames mutagenicity test results for genotoxicity prediction. Regression/Classification. Given a drug SMILES string, predict its toxicity properties. Task type varies by dataset: regression for continuous values (e.g., LD50, hERG inhibition percentage) or binary classification for toxic/non-toxic outcomes (e.g., AMES mutagenicity, cardiotoxicity, hepatotoxicity). Dataset: ames. The compound is ONc1ccccc1. The result is 1 (mutagenic).